From a dataset of NCI-60 drug combinations with 297,098 pairs across 59 cell lines. Regression. Given two drug SMILES strings and cell line genomic features, predict the synergy score measuring deviation from expected non-interaction effect. (1) Drug 1: CNC(=O)C1=NC=CC(=C1)OC2=CC=C(C=C2)NC(=O)NC3=CC(=C(C=C3)Cl)C(F)(F)F. Drug 2: CC(C)(C#N)C1=CC(=CC(=C1)CN2C=NC=N2)C(C)(C)C#N. Cell line: A549. Synergy scores: CSS=-4.70, Synergy_ZIP=1.36, Synergy_Bliss=-2.72, Synergy_Loewe=-4.11, Synergy_HSA=-5.25. (2) Drug 1: CC1=C(C(=O)C2=C(C1=O)N3CC4C(C3(C2COC(=O)N)OC)N4)N. Drug 2: CC1C(C(CC(O1)OC2CC(CC3=C2C(=C4C(=C3O)C(=O)C5=C(C4=O)C(=CC=C5)OC)O)(C(=O)CO)O)N)O.Cl. Cell line: NCI-H322M. Synergy scores: CSS=44.2, Synergy_ZIP=-2.67, Synergy_Bliss=-2.96, Synergy_Loewe=-0.161, Synergy_HSA=0.784. (3) Drug 2: CC1=C(N=C(N=C1N)C(CC(=O)N)NCC(C(=O)N)N)C(=O)NC(C(C2=CN=CN2)OC3C(C(C(C(O3)CO)O)O)OC4C(C(C(C(O4)CO)O)OC(=O)N)O)C(=O)NC(C)C(C(C)C(=O)NC(C(C)O)C(=O)NCCC5=NC(=CS5)C6=NC(=CS6)C(=O)NCCC[S+](C)C)O. Drug 1: C1CN1P(=S)(N2CC2)N3CC3. Cell line: SF-268. Synergy scores: CSS=17.1, Synergy_ZIP=-5.06, Synergy_Bliss=-4.23, Synergy_Loewe=-4.57, Synergy_HSA=-1.76. (4) Drug 1: CC12CCC(CC1=CCC3C2CCC4(C3CC=C4C5=CN=CC=C5)C)O. Drug 2: CS(=O)(=O)CCNCC1=CC=C(O1)C2=CC3=C(C=C2)N=CN=C3NC4=CC(=C(C=C4)OCC5=CC(=CC=C5)F)Cl. Cell line: MCF7. Synergy scores: CSS=8.92, Synergy_ZIP=-2.53, Synergy_Bliss=0.267, Synergy_Loewe=-4.37, Synergy_HSA=-2.01.